Dataset: Full USPTO retrosynthesis dataset with 1.9M reactions from patents (1976-2016). Task: Predict the reactants needed to synthesize the given product. (1) The reactants are: [CH3:1][O:2][CH2:3][CH2:4][NH2:5].C1(CN)CCCCC1.[O:14]=[C:15]1[C:23]2([CH2:27][O:26][C:25]3[CH:28]=[C:29]4[C:33](=[CH:34][C:24]2=3)[CH2:32][CH2:31][O:30]4)[C:22]2[C:17](=[CH:18][CH:19]=[CH:20][CH:21]=2)[N:16]1[CH2:35][C:36]1[CH:44]=[CH:43][C:39]([C:40](O)=[O:41])=[CH:38][CH:37]=1.O=C1C2(COC3C=C4C(=CC2=3)CCO4)C2C(=CC=CC=2)N1CC1C=C(C=CC=1)C(O)=O. Given the product [CH3:1][O:2][CH2:3][CH2:4][NH:5][C:40](=[O:41])[C:39]1[CH:43]=[CH:44][C:36]([CH2:35][N:16]2[C:17]3[C:22](=[CH:21][CH:20]=[CH:19][CH:18]=3)[C:23]3([CH2:27][O:26][C:25]4[CH:28]=[C:29]5[C:33](=[CH:34][C:24]3=4)[CH2:32][CH2:31][O:30]5)[C:15]2=[O:14])=[CH:37][CH:38]=1, predict the reactants needed to synthesize it. (2) Given the product [Cl:25][C:24]1[C:19]([C:17]2[CH2:16][CH2:15][C@@H:9]([C:10]([O:12][CH2:13][CH3:14])=[O:11])[N:8]=2)=[CH:20][C:21]([C:26]([F:29])([F:28])[F:27])=[N:22][CH:23]=1, predict the reactants needed to synthesize it. The reactants are: C(OC([NH:8][C@@H:9]([CH2:15][CH2:16][C:17]([C:19]1[C:24]([Cl:25])=[CH:23][N:22]=[C:21]([C:26]([F:29])([F:28])[F:27])[CH:20]=1)=O)[C:10]([O:12][CH2:13][CH3:14])=[O:11])=O)(C)(C)C. (3) Given the product [O:18]1[C:2]2([CH2:3][CH:4]([C:12]([O:14][CH3:15])=[O:13])[CH2:5][CH:6]([C:8]([O:10][CH3:11])=[O:9])[CH2:7]2)[O:1][CH2:16][CH2:17]1, predict the reactants needed to synthesize it. The reactants are: [O:1]=[C:2]1[CH2:7][CH:6]([C:8]([O:10][CH3:11])=[O:9])[CH2:5][CH:4]([C:12]([O:14][CH3:15])=[O:13])[CH2:3]1.[CH2:16](O)[CH2:17][OH:18].CC1C=CC(S(O)(=O)=O)=CC=1. (4) Given the product [F:3][C:4]([F:27])([CH:7]([F:26])[C:8]([F:25])([F:24])[O:9][C:10]([F:22])([F:23])[C:11]([F:20])([F:21])[C:12]([F:18])([F:19])[O:13][C:14]([F:15])([F:16])[F:17])[C:5]([OH:32])=[O:6], predict the reactants needed to synthesize it. The reactants are: [K+].[Br-].[F:3][C:4]([F:27])([CH:7]([F:26])[C:8]([F:25])([F:24])[O:9][C:10]([F:23])([F:22])[C:11]([F:21])([F:20])[C:12]([F:19])([F:18])[O:13][C:14]([F:17])([F:16])[F:15])[CH2:5][OH:6].[O-]Cl.[Na+].S(=O)(=O)(O)[OH:32].